From a dataset of Forward reaction prediction with 1.9M reactions from USPTO patents (1976-2016). Predict the product of the given reaction. Given the reactants [CH2:1]([O:3][C:4]([C:6]([CH3:35])([O:8][C:9]1[CH:14]=[CH:13][C:12]([CH2:15][CH2:16][CH2:17][C:18]([NH:20][N:21]([CH2:26][C:27]2[CH:32]=[CH:31][C:30]([CH3:33])=[C:29]([CH3:34])[CH:28]=2)[C:22]([NH:24]C)=[O:23])=O)=[CH:11][CH:10]=1)[CH3:7])=[O:5])[CH3:2].C12(CS(O)(=O)=O)C(C)(C)C(CC1)CC2=O, predict the reaction product. The product is: [CH2:1]([O:3][C:4](=[O:5])[C:6]([O:8][C:9]1[CH:14]=[CH:13][C:12]([CH2:15][CH2:16][CH2:17][C:18]2[NH:24][C:22](=[O:23])[N:21]([CH2:26][C:27]3[CH:32]=[CH:31][C:30]([CH3:33])=[C:29]([CH3:34])[CH:28]=3)[N:20]=2)=[CH:11][CH:10]=1)([CH3:35])[CH3:7])[CH3:2].